From a dataset of Full USPTO retrosynthesis dataset with 1.9M reactions from patents (1976-2016). Predict the reactants needed to synthesize the given product. (1) Given the product [NH:13]1[C:14]2[CH:19]=[CH:18][CH:17]=[CH:16][C:15]=2[N:11]=[C:12]1[C@H:8]([NH:9][C:10]([NH:27][C@H:26]([C:28]1[CH:33]=[CH:32][CH:31]=[CH:30][CH:29]=1)[CH2:25][O:24][CH3:23])=[O:20])[CH2:7][C:6]1[CH:5]=[CH:4][C:3]([O:2][CH3:1])=[CH:22][CH:21]=1, predict the reactants needed to synthesize it. The reactants are: [CH3:1][O:2][C:3]1[CH:22]=[CH:21][C:6]([CH2:7][C@@H:8]2[C:12]3=[N:13][C:14]4[CH:19]=[CH:18][CH:17]=[CH:16][C:15]=4[N:11]3[C:10](=[O:20])[NH:9]2)=[CH:5][CH:4]=1.[CH3:23][O:24][CH2:25][C@@H:26]([C:28]1[CH:33]=[CH:32][CH:31]=[CH:30][CH:29]=1)[NH2:27].C(O)(C(F)(F)F)=O. (2) Given the product [CH2:24]([O:26][C@H:27]1[CH2:28][CH2:29][C@H:30]([N:33]2[CH2:34][CH2:35][CH:36]([NH:39][C:2]3[CH:3]=[C:4]([CH:7]=[CH:8][C:9]=3[N+:10]([O-:12])=[O:11])[C:5]#[N:6])[CH2:37][CH2:38]2)[CH2:31][CH2:32]1)[CH3:25], predict the reactants needed to synthesize it. The reactants are: F[C:2]1[CH:3]=[C:4]([CH:7]=[CH:8][C:9]=1[N+:10]([O-:12])=[O:11])[C:5]#[N:6].C(N(C(C)C)CC)(C)C.Cl.Cl.[CH2:24]([O:26][C@H:27]1[CH2:32][CH2:31][C@H:30]([N:33]2[CH2:38][CH2:37][CH:36]([NH2:39])[CH2:35][CH2:34]2)[CH2:29][CH2:28]1)[CH3:25].